From a dataset of Full USPTO retrosynthesis dataset with 1.9M reactions from patents (1976-2016). Predict the reactants needed to synthesize the given product. (1) The reactants are: [CH2:1]([N:8]1[CH2:16][C@H:15]2[C@:10]([CH3:23])([CH2:11][CH2:12][C:13]3[C:20]([Cl:21])=[C:19](Br)[CH:18]=[CH:17][C:14]=32)[CH2:9]1)[C:2]1[CH:7]=[CH:6][CH:5]=[CH:4][CH:3]=1.[CH3:24]B1OB(C)OB(C)O1.C(=O)([O-])[O-].[K+].[K+]. Given the product [CH2:1]([N:8]1[CH2:16][C@H:15]2[C@:10]([CH3:23])([CH2:11][CH2:12][C:13]3[C:20]([Cl:21])=[C:19]([CH3:24])[CH:18]=[CH:17][C:14]=32)[CH2:9]1)[C:2]1[CH:7]=[CH:6][CH:5]=[CH:4][CH:3]=1, predict the reactants needed to synthesize it. (2) Given the product [Cl:1][C:2]1[CH:3]=[CH:4][CH:5]=[C:6]2[C:11]=1[N:10]=[C:9]([C:12]1[CH:17]=[CH:16][CH:15]=[CH:14][C:13]=1[Cl:18])[C:8]([CH2:19][NH2:21])=[CH:7]2, predict the reactants needed to synthesize it. The reactants are: [Cl:1][C:2]1[CH:3]=[CH:4][CH:5]=[C:6]2[C:11]=1[N:10]=[C:9]([C:12]1[CH:17]=[CH:16][CH:15]=[CH:14][C:13]=1[Cl:18])[C:8]([CH2:19]Cl)=[CH:7]2.[N-:21]=[N+]=[N-].[Na+].CP(C)C. (3) Given the product [CH:34]1([NH:36][C:26]([C:21]2[N:20]=[N:19][N:18]([C:15]3[CH:16]=[CH:17][C:12]([C:10]([NH:9][CH2:8][CH2:7][N:1]4[CH2:6][CH2:5][O:4][CH2:3][CH2:2]4)=[O:11])=[CH:13][CH:14]=3)[C:22]=2[CH2:23][CH2:24][CH3:25])=[O:27])[CH2:35][CH2:33]1, predict the reactants needed to synthesize it. The reactants are: [N:1]1([CH2:7][CH2:8][NH:9][C:10]([C:12]2[CH:17]=[CH:16][C:15]([N:18]3[C:22]([CH2:23][CH2:24][CH3:25])=[C:21]([C:26]([O-])=[O:27])[N:20]=[N:19]3)=[CH:14][CH:13]=2)=[O:11])[CH2:6][CH2:5][O:4][CH2:3][CH2:2]1.[Na+].C1C=C[C:33]2N(O)N=[N:36][C:34]=2[CH:35]=1.C1(N)CC1.CCN=C=NCCCN(C)C. (4) Given the product [NH2:7][CH:8]1[CH2:13][CH2:12][CH:11]([N:14]([CH2:15][C:16]2[CH:21]=[C:20]([C:22]3[CH:23]=[N:24][CH:25]=[CH:26][CH:27]=3)[CH:19]=[CH:18][C:17]=2[O:28][CH3:29])[C:30]([C:32]2[S:36][C:35]3[CH:37]=[CH:38][CH:39]=[C:40]([F:41])[C:34]=3[C:33]=2[Cl:42])=[O:31])[CH2:10][CH2:9]1, predict the reactants needed to synthesize it. The reactants are: C(OC(=O)[NH:7][CH:8]1[CH2:13][CH2:12][CH:11]([N:14]([C:30]([C:32]2[S:36][C:35]3[CH:37]=[CH:38][CH:39]=[C:40]([F:41])[C:34]=3[C:33]=2[Cl:42])=[O:31])[CH2:15][C:16]2[CH:21]=[C:20]([C:22]3[CH:23]=[N:24][CH:25]=[CH:26][CH:27]=3)[CH:19]=[CH:18][C:17]=2[O:28][CH3:29])[CH2:10][CH2:9]1)(C)(C)C.FC(F)(F)C(O)=O. (5) Given the product [C:1]([O:5][C:6]([N:8]([C:13]1[CH:32]=[CH:31][C:16]([C:17]([O:19][CH2:20][C:21]([OH:23])=[O:22])=[O:18])=[CH:15][C:14]=1[O:33][CH2:34][CH:35]1[CH2:36][CH2:37]1)[S:9]([CH3:12])(=[O:11])=[O:10])=[O:7])([CH3:4])([CH3:2])[CH3:3], predict the reactants needed to synthesize it. The reactants are: [C:1]([O:5][C:6]([N:8]([C:13]1[CH:32]=[CH:31][C:16]([C:17]([O:19][CH2:20][C:21]([O:23]CC2C=CC=CC=2)=[O:22])=[O:18])=[CH:15][C:14]=1[O:33][CH2:34][CH:35]1[CH2:37][CH2:36]1)[S:9]([CH3:12])(=[O:11])=[O:10])=[O:7])([CH3:4])([CH3:3])[CH3:2].CO. (6) The reactants are: C(N(CC)C(C)C)(C)C.[N+:10]([CH2:13][C:14]([C:16]1[CH:21]=[C:20]([F:22])[C:19]([F:23])=[CH:18][C:17]=1[F:24])=[O:15])([O-:12])=[O:11].I[CH2:26][C:27]([CH2:29]I)=[CH2:28]. Given the product [CH2:26]=[C:27]1[CH2:29][C:13]([N+:10]([O-:12])=[O:11])=[C:14]([C:16]2[CH:21]=[C:20]([F:22])[C:19]([F:23])=[CH:18][C:17]=2[F:24])[O:15][CH2:28]1, predict the reactants needed to synthesize it. (7) Given the product [Br:14][CH2:11][C:6]1[O:7][C:8](=[O:10])[O:9][C:5]=1[C:1]([CH3:4])([CH3:3])[CH3:2], predict the reactants needed to synthesize it. The reactants are: [C:1]([C:5]1[O:9][C:8](=[O:10])[O:7][C:6]=1[CH2:11]O)([CH3:4])([CH3:3])[CH3:2].C(Br)(Br)(Br)[Br:14].C1(P(C2C=CC=CC=2)C2C=CC=CC=2)C=CC=CC=1. (8) Given the product [Br:22][C:23]1[CH:30]=[CH:29][C:28]([F:31])=[CH:27][C:24]=1[CH2:25][N:3]1[C:2]([CH3:21])([CH3:1])[C:6](=[O:7])[N:5]([C:8]2[CH:15]=[CH:14][C:11]([C:12]#[N:13])=[C:10]([C:16]([F:19])([F:17])[F:18])[CH:9]=2)[C:4]1=[O:20], predict the reactants needed to synthesize it. The reactants are: [CH3:1][C:2]1([CH3:21])[C:6](=[O:7])[N:5]([C:8]2[CH:15]=[CH:14][C:11]([C:12]#[N:13])=[C:10]([C:16]([F:19])([F:18])[F:17])[CH:9]=2)[C:4](=[O:20])[NH:3]1.[Br:22][C:23]1[CH:30]=[CH:29][C:28]([F:31])=[CH:27][C:24]=1[CH2:25]Br. (9) Given the product [CH3:25][O:27][C:9]1[CH:10]=[CH:5][C:6]([N:14]([CH3:22])[CH:15]2[CH2:16][CH2:17][N:18]([CH3:21])[CH2:19][CH2:20]2)=[CH:7][C:8]=1[NH2:11], predict the reactants needed to synthesize it. The reactants are: O.Cl.CO[C:5]1[CH:10]=[CH:9][C:8]([N+:11]([O-])=O)=[CH:7][C:6]=1[N:14]([CH3:22])[CH:15]1[CH2:20][CH2:19][N:18]([CH3:21])[CH2:17][CH2:16]1.[OH-].[Na+].[CH2:25]([OH:27])C. (10) Given the product [CH2:1]([O:5][C:6](=[O:20])[CH2:7][CH:8]1[C:17]2[C:12](=[C:13]([CH3:19])[C:14]([OH:18])=[CH:15][CH:16]=2)[CH2:11][CH2:10][N:9]1[C:28]([O:30][C:31]([CH3:34])([CH3:33])[CH3:32])=[O:29])[CH2:2][CH2:3][CH3:4], predict the reactants needed to synthesize it. The reactants are: [CH2:1]([O:5][C:6](=[O:20])[CH2:7][CH:8]1[C:17]2[C:12](=[C:13]([CH3:19])[C:14]([OH:18])=[CH:15][CH:16]=2)[CH2:11][CH2:10][NH:9]1)[CH2:2][CH2:3][CH3:4].C(N(CC)CC)C.[C:28](O[C:28]([O:30][C:31]([CH3:34])([CH3:33])[CH3:32])=[O:29])([O:30][C:31]([CH3:34])([CH3:33])[CH3:32])=[O:29].